This data is from Peptide-MHC class I binding affinity with 185,985 pairs from IEDB/IMGT. The task is: Regression. Given a peptide amino acid sequence and an MHC pseudo amino acid sequence, predict their binding affinity value. This is MHC class I binding data. The peptide sequence is ISEPTIHLV. The MHC is HLA-A23:01 with pseudo-sequence HLA-A23:01. The binding affinity (normalized) is 0.109.